Dataset: Forward reaction prediction with 1.9M reactions from USPTO patents (1976-2016). Task: Predict the product of the given reaction. (1) The product is: [C:33]1([C:20]([C:21]2[CH:22]=[CH:23][CH:24]=[CH:25][CH:26]=2)([C:27]2[CH:28]=[CH:29][CH:30]=[CH:31][CH:32]=2)[N:18]2[CH:19]=[C:15]([C:2]3[C:3]([CH:8]=[O:9])=[N:4][CH:5]=[CH:6][CH:7]=3)[N:16]=[CH:17]2)[CH:38]=[CH:37][CH:36]=[CH:35][CH:34]=1. Given the reactants Br[C:2]1[C:3]([CH:8]=[O:9])=[N:4][CH:5]=[CH:6][CH:7]=1.C([Sn](CCCC)(CCCC)[C:15]1[N:16]=[CH:17][N:18]([C:20]([C:33]2[CH:38]=[CH:37][CH:36]=[CH:35][CH:34]=2)([C:27]2[CH:32]=[CH:31][CH:30]=[CH:29][CH:28]=2)[C:21]2[CH:26]=[CH:25][CH:24]=[CH:23][CH:22]=2)[CH:19]=1)CCC, predict the reaction product. (2) The product is: [C:27]1([CH:23]([C:17]2[CH:18]=[CH:19][CH:20]=[CH:21][CH:22]=2)[C:6]([N:8]2[CH2:15][C:14](=[O:16])[CH2:13][C@H:9]2[C:10]([NH:44][CH2:43][C:33]2[C:42]3[C:37](=[CH:38][CH:39]=[CH:40][CH:41]=3)[CH:36]=[CH:35][CH:34]=2)=[O:12])=[O:7])[CH:28]=[CH:29][CH:30]=[CH:31][CH:32]=1. Given the reactants C(O[C:6]([N:8]1[CH2:15][C:14](=[O:16])[CH2:13][C@H:9]1[C:10]([OH:12])=O)=[O:7])(C)(C)C.[C:17]1([CH:23]([C:27]2[CH:32]=[CH:31][CH:30]=[CH:29][CH:28]=2)C(Cl)=O)[CH:22]=[CH:21][CH:20]=[CH:19][CH:18]=1.[C:33]1([CH2:43][NH2:44])[C:42]2[C:37](=[CH:38][CH:39]=[CH:40][CH:41]=2)[CH:36]=[CH:35][CH:34]=1, predict the reaction product. (3) Given the reactants N1C=CC=CC=1.[F:7][CH:8]([F:33])[CH2:9][N:10]1[C:15]2[N:16]=[CH:17][CH:18]=[CH:19][C:14]=2[C:13]([OH:20])=[C:12]([C:21]2[CH:26]=[CH:25][CH:24]=[CH:23][C:22]=2[C:27]([F:30])([F:29])[F:28])[S:11]1(=[O:32])=[O:31].[C:34](Cl)(=[O:37])[S:35][CH3:36], predict the reaction product. The product is: [C:34](=[O:37])([S:35][CH3:36])[O:20][C:13]1[C:14]2[CH:19]=[CH:18][CH:17]=[N:16][C:15]=2[N:10]([CH2:9][CH:8]([F:7])[F:33])[S:11](=[O:31])(=[O:32])[C:12]=1[C:21]1[CH:26]=[CH:25][CH:24]=[CH:23][C:22]=1[C:27]([F:30])([F:29])[F:28]. (4) Given the reactants Cl[C:2]1[O:3][C:4]([C:8]2[CH:13]=[CH:12][C:11]([C:14]([F:17])([F:16])[F:15])=[CH:10][C:9]=2[F:18])=[C:5]([CH3:7])[N:6]=1.[C:19](#[N:21])[CH3:20], predict the reaction product. The product is: [F:18][C:9]1[CH:10]=[C:11]([C:14]([F:17])([F:16])[F:15])[CH:12]=[CH:13][C:8]=1[C:4]1[O:3][C:2]([NH:21][C:19]2[CH:13]=[CH:12][CH:11]=[C:10]3[C:20]=2[CH2:5][CH:4]([OH:3])[CH2:8][CH2:9]3)=[N:6][C:5]=1[CH3:7]. (5) Given the reactants O[C:2]1([CH3:13])[CH2:7][CH2:6][CH:5]([C:8](OCC)=[O:9])[CH2:4][CH2:3]1.C(N(S(F)(F)[F:20])CC)C.CO.[BH4-].[Li+], predict the reaction product. The product is: [F:20][C:2]1([CH3:13])[CH2:7][CH2:6][CH:5]([CH2:8][OH:9])[CH2:4][CH2:3]1. (6) Given the reactants [CH3:1][O:2][C:3](=[O:22])[C:4]1[CH:9]=[CH:8][CH:7]=[C:6]([S:10][C:11]2[C:19]3[C:14](=[CH:15][C:16](Br)=[CH:17][CH:18]=3)[NH:13][C:12]=2[CH3:21])[CH:5]=1.[CH3:23][S:24]([O-:26])=[O:25].[Na+], predict the reaction product. The product is: [CH3:1][O:2][C:3](=[O:22])[C:4]1[CH:9]=[CH:8][CH:7]=[C:6]([S:10][C:11]2[C:19]3[C:14](=[CH:15][C:16]([S:24]([CH3:23])(=[O:26])=[O:25])=[CH:17][CH:18]=3)[NH:13][C:12]=2[CH3:21])[CH:5]=1. (7) Given the reactants [Cl:1][C:2]1[C:3]([F:31])=[C:4]([CH:8]2[C:12]([C:15]3[CH:20]=[CH:19][C:18]([Cl:21])=[CH:17][C:16]=3[F:22])([C:13]#[N:14])[CH:11]([CH2:23][C:24]([CH3:27])([CH3:26])[CH3:25])[NH:10][CH:9]2[C:28](O)=[O:29])[CH:5]=[CH:6][CH:7]=1.CN(C(ON1N=NC2C=CC=NC1=2)=[N+](C)C)C.F[P-](F)(F)(F)(F)F.CCN(C(C)C)C(C)C.[Cl:65][C:66]1[CH:67]=[C:68]([CH:70]=[CH:71][CH:72]=1)[NH2:69], predict the reaction product. The product is: [Cl:65][C:66]1[CH:67]=[C:68]([NH:69][C:28]([CH:9]2[CH:8]([C:4]3[CH:5]=[CH:6][CH:7]=[C:2]([Cl:1])[C:3]=3[F:31])[C:12]([C:15]3[CH:20]=[CH:19][C:18]([Cl:21])=[CH:17][C:16]=3[F:22])([C:13]#[N:14])[CH:11]([CH2:23][C:24]([CH3:27])([CH3:26])[CH3:25])[NH:10]2)=[O:29])[CH:70]=[CH:71][CH:72]=1. (8) Given the reactants [OH:1][C:2]1[CH:7]=[CH:6][C:5]([CH:8]([C:12]2[CH:17]=[CH:16][C:15]([OH:18])=[CH:14][CH:13]=2)[CH:9]([CH3:11])[CH3:10])=[CH:4][CH:3]=1.C([N:21]([CH2:24]C)CC)C.[N:26]#[C:27]Cl, predict the reaction product. The product is: [O:1]([C:2]1[CH:3]=[CH:4][C:5]([CH:8]([C:12]2[CH:13]=[CH:14][C:15]([O:18][C:24]#[N:21])=[CH:16][CH:17]=2)[CH:9]([CH3:11])[CH3:10])=[CH:6][CH:7]=1)[C:27]#[N:26].